The task is: Predict the reactants needed to synthesize the given product.. This data is from Full USPTO retrosynthesis dataset with 1.9M reactions from patents (1976-2016). (1) Given the product [F:1][C:2]1[C:3]([CH2:14][N:15]([CH3:23])[C:16](=[O:22])[O:17][C:18]([CH3:19])([CH3:20])[CH3:21])=[CH:4][N:5]([S:46]([N:41]2[CH2:45][CH2:44][CH2:43][CH2:42]2)(=[O:48])=[O:47])[C:6]=1[C:7]1[C:8]([F:13])=[N:9][CH:10]=[CH:11][CH:12]=1, predict the reactants needed to synthesize it. The reactants are: [F:1][C:2]1[C:3]([CH2:14][N:15]([CH3:23])[C:16](=[O:22])[O:17][C:18]([CH3:21])([CH3:20])[CH3:19])=[CH:4][NH:5][C:6]=1[C:7]1[C:8]([F:13])=[N:9][CH:10]=[CH:11][CH:12]=1.[H-].[Na+].C1OCCOCCOCCOCCOC1.[N:41]1([S:46](Cl)(=[O:48])=[O:47])[CH2:45][CH2:44][CH2:43][CH2:42]1. (2) Given the product [Cl:21][C:19]1[C:18]2[C:17]3[C:12](=[CH:13][CH:14]=[CH:15][CH:16]=3)[C@@:11]([C:22]([F:23])([F:24])[F:25])([OH:26])[C:10]=2[CH:9]=[C:8]([O:7][CH2:6][C:34]([OH:30])([CH3:33])[CH3:27])[CH:20]=1, predict the reactants needed to synthesize it. The reactants are: C(OC[CH2:6][O:7][C:8]1[CH:20]=[C:19]([Cl:21])[C:18]2[C:17]3[C:12](=[CH:13][CH:14]=[CH:15][CH:16]=3)[C@:11]([OH:26])([C:22]([F:25])([F:24])[F:23])[C:10]=2[CH:9]=1)(=O)C.[CH3:27][Mg]Br.[O:30]1[CH2:34][CH2:33]CC1.Cl. (3) Given the product [NH2:27][C@:28]1([C:45]([OH:46])=[O:21])[C@@H:32]([CH2:33][CH2:34][CH2:35][B:36]([OH:37])[OH:40])[CH2:31][N:30]([CH2:2][CH2:3][N:4]2[CH2:9][CH2:8][CH2:7][CH2:6][CH2:5]2)[CH2:29]1, predict the reactants needed to synthesize it. The reactants are: O[CH2:2][CH2:3][N:4]1[CH2:9][CH2:8][CH2:7][CH2:6][CH2:5]1.C(N(C(C)C)CC)(C)C.CS(Cl)(=O)=[O:21].C([NH:27][C@:28]1([C:45](NC(C)(C)C)=[O:46])[C@@H:32]([CH2:33][CH2:34][CH2:35][B:36]2[O:40]C(C)(C)C(C)(C)[O:37]2)[CH2:31][NH:30][CH2:29]1)(=O)C. (4) Given the product [CH:4]1([C@H:10]([NH:15][C:16]([C:18]2[C:27]([NH:28][C:29]([NH:31][C:32]3[CH:33]=[CH:34][C:35]4[O:39][CH2:38][CH2:37][C:36]=4[CH:40]=3)=[O:30])=[CH:26][C:25]3[C:20](=[CH:21][CH:22]=[CH:23][CH:24]=3)[CH:19]=2)=[O:17])[C:11]([OH:13])=[O:12])[CH2:9][CH2:8][CH2:7][CH2:6][CH2:5]1, predict the reactants needed to synthesize it. The reactants are: O.[OH-].[Li+].[CH:4]1([C@H:10]([NH:15][C:16]([C:18]2[C:27]([NH:28][C:29]([NH:31][C:32]3[CH:33]=[CH:34][C:35]4[O:39][CH2:38][CH2:37][C:36]=4[CH:40]=3)=[O:30])=[CH:26][C:25]3[C:20](=[CH:21][CH:22]=[CH:23][CH:24]=3)[CH:19]=2)=[O:17])[C:11]([O:13]C)=[O:12])[CH2:9][CH2:8][CH2:7][CH2:6][CH2:5]1.O.Cl. (5) Given the product [NH2:19][C:17]1[S:18][CH:2]=[C:3]([C:5]2[CH:15]=[CH:14][C:8]([C:9]([O:11][CH2:12][CH3:13])=[O:10])=[CH:7][CH:6]=2)[N:16]=1, predict the reactants needed to synthesize it. The reactants are: Br[CH2:2][C:3]([C:5]1[CH:15]=[CH:14][C:8]([C:9]([O:11][CH2:12][CH3:13])=[O:10])=[CH:7][CH:6]=1)=O.[NH2:16][C:17]([NH2:19])=[S:18].